This data is from Reaction yield outcomes from USPTO patents with 853,638 reactions. The task is: Predict the reaction yield, written as a fraction of the theoretical maximum amount of product (1.0 means a 100% yield; for example, 0.34 means a 34% yield). (1) The reactants are C[N:2](C)[CH:3]=[CH:4][C:5]([C:7]1[C:12](=[O:13])[CH:11]=[CH:10][N:9]([C:14]2[CH:19]=[CH:18][CH:17]=[C:16]([C:20]([F:23])([F:22])[F:21])[CH:15]=2)[N:8]=1)=O.Cl.[CH3:26][O:27][C:28]1[CH:33]=[CH:32][CH:31]=[CH:30][C:29]=1[NH:34]N.CCN(CC)CC. The catalyst is C(O)C. The product is [CH3:26][O:27][C:28]1[CH:33]=[CH:32][CH:31]=[CH:30][C:29]=1[N:34]1[C:5]([C:7]2[C:12](=[O:13])[CH:11]=[CH:10][N:9]([C:14]3[CH:19]=[CH:18][CH:17]=[C:16]([C:20]([F:23])([F:22])[F:21])[CH:15]=3)[N:8]=2)=[CH:4][CH:3]=[N:2]1. The yield is 0.190. (2) The reactants are C([SiH](CC)CC)C.[I:8][C:9]1[C:18]([O:19][CH2:20][CH2:21][C:22]2[N:23](C(C3C=CC=CC=3)(C3C=CC=CC=3)C3C=CC=CC=3)[CH:24]=[CH:25][N:26]=2)=[CH:17][C:12]([C:13]([O:15][CH3:16])=[O:14])=[CH:11][N:10]=1.FC(F)(F)C(O)=O. No catalyst specified. The product is [NH:23]1[CH:24]=[CH:25][N:26]=[C:22]1[CH2:21][CH2:20][O:19][C:18]1[C:9]([I:8])=[N:10][CH:11]=[C:12]([CH:17]=1)[C:13]([O:15][CH3:16])=[O:14]. The yield is 0.620. (3) The reactants are [CH3:1][O:2][C:3]([C:5]1([C:8]2[CH:13]=[CH:12][C:11]([OH:14])=[C:10]([N+:15]([O-])=O)[CH:9]=2)[CH2:7][CH2:6]1)=[O:4]. The catalyst is CO.[Ni]. The product is [CH3:1][O:2][C:3]([C:5]1([C:8]2[CH:13]=[CH:12][C:11]([OH:14])=[C:10]([NH2:15])[CH:9]=2)[CH2:7][CH2:6]1)=[O:4]. The yield is 0.740.